This data is from NCI-60 drug combinations with 297,098 pairs across 59 cell lines. The task is: Regression. Given two drug SMILES strings and cell line genomic features, predict the synergy score measuring deviation from expected non-interaction effect. (1) Drug 1: CS(=O)(=O)C1=CC(=C(C=C1)C(=O)NC2=CC(=C(C=C2)Cl)C3=CC=CC=N3)Cl. Drug 2: COC1=NC(=NC2=C1N=CN2C3C(C(C(O3)CO)O)O)N. Cell line: UACC62. Synergy scores: CSS=-0.456, Synergy_ZIP=0.770, Synergy_Bliss=-0.470, Synergy_Loewe=-3.54, Synergy_HSA=-2.39. (2) Drug 1: C1=CC=C(C=C1)NC(=O)CCCCCCC(=O)NO. Drug 2: C(=O)(N)NO. Cell line: CAKI-1. Synergy scores: CSS=44.0, Synergy_ZIP=-9.84, Synergy_Bliss=-5.01, Synergy_Loewe=-54.9, Synergy_HSA=-5.23. (3) Drug 1: CC1C(C(CC(O1)OC2CC(CC3=C2C(=C4C(=C3O)C(=O)C5=C(C4=O)C(=CC=C5)OC)O)(C(=O)C)O)N)O.Cl. Drug 2: CN(CCCl)CCCl.Cl. Cell line: A549. Synergy scores: CSS=28.7, Synergy_ZIP=-12.2, Synergy_Bliss=-1.12, Synergy_Loewe=-4.12, Synergy_HSA=-0.712. (4) Drug 1: CCC1(CC2CC(C3=C(CCN(C2)C1)C4=CC=CC=C4N3)(C5=C(C=C6C(=C5)C78CCN9C7C(C=CC9)(C(C(C8N6C)(C(=O)OC)O)OC(=O)C)CC)OC)C(=O)OC)O.OS(=O)(=O)O. Drug 2: C1CCC(C(C1)N)N.C(=O)(C(=O)[O-])[O-].[Pt+4]. Cell line: A498. Synergy scores: CSS=24.0, Synergy_ZIP=1.32, Synergy_Bliss=1.73, Synergy_Loewe=1.58, Synergy_HSA=1.75. (5) Synergy scores: CSS=32.7, Synergy_ZIP=-5.61, Synergy_Bliss=-1.43, Synergy_Loewe=2.30, Synergy_HSA=3.79. Cell line: NCIH23. Drug 2: CC1=C(N=C(N=C1N)C(CC(=O)N)NCC(C(=O)N)N)C(=O)NC(C(C2=CN=CN2)OC3C(C(C(C(O3)CO)O)O)OC4C(C(C(C(O4)CO)O)OC(=O)N)O)C(=O)NC(C)C(C(C)C(=O)NC(C(C)O)C(=O)NCCC5=NC(=CS5)C6=NC(=CS6)C(=O)NCCC[S+](C)C)O. Drug 1: C1=C(C(=O)NC(=O)N1)F.